Binary Classification. Given a drug SMILES string, predict its activity (active/inactive) in a high-throughput screening assay against a specified biological target. From a dataset of Cav3 T-type calcium channel HTS with 100,875 compounds. (1) The drug is n1c(c2ccccc2)c(c(nc1c1ccccc1)N)C#N. The result is 0 (inactive). (2) The molecule is Brc1ccc(C(N2CC34OC(C(C3C2=O)C(OCC(C)C)=O)C=C4)C)cc1. The result is 0 (inactive). (3) The compound is S(=O)(=O)(Cc1nc(oc1C)c1cc(OC)ccc1)CC(=O)NCCCOC. The result is 0 (inactive). (4) The result is 0 (inactive). The drug is O1c2cc(CNC(=O)Cn3c4c(c(c3)C(=O)C)cccc4)ccc2OC1.